Dataset: Full USPTO retrosynthesis dataset with 1.9M reactions from patents (1976-2016). Task: Predict the reactants needed to synthesize the given product. Given the product [CH:1]([CH:3]1[CH2:8][CH2:7][CH2:6][N:5]([C:9]2[N:10]=[C:11]3[CH:25]=[C:24]([CH2:26][CH2:27][C:28]4[S:29][CH:30]=[C:31]([CH:33]([CH3:35])[CH3:34])[N:32]=4)[CH:23]=[CH:22][N:12]3[C:13](=[O:21])[C:14]=2[CH2:15][CH2:16][C:17]([OH:19])=[O:18])[CH2:4]1)=[O:2], predict the reactants needed to synthesize it. The reactants are: [CH:1]([CH:3]1[CH2:8][CH2:7][CH2:6][N:5]([C:9]2[N:10]=[C:11]3[CH:25]=[C:24]([CH2:26][CH2:27][C:28]4[S:29][CH:30]=[C:31]([CH:33]([CH3:35])[CH3:34])[N:32]=4)[CH:23]=[CH:22][N:12]3[C:13](=[O:21])[C:14]=2[CH2:15][CH2:16][C:17]([O:19]C)=[O:18])[CH2:4]1)=[O:2].O.[OH-].[Li+].Cl.